Dataset: Forward reaction prediction with 1.9M reactions from USPTO patents (1976-2016). Task: Predict the product of the given reaction. (1) Given the reactants N(S([O-])(=O)=O)(S([O-])(=O)=O)[O].[K+].[K+].P([O-])([O-])([O-])=[O:14].[Na+].[Na+].[Na+].[CH3:21][C:22]1[CH:23]=[CH:24][CH:25]=[C:26]2[C:30]=1[NH:29][CH2:28][CH2:27]2, predict the reaction product. The product is: [CH3:21][C:22]1[CH:23]=[C:24]([OH:14])[CH:25]=[C:26]2[C:30]=1[NH:29][CH:28]=[CH:27]2. (2) The product is: [F:1][C:2]1[CH:3]=[C:4]([C@H:8]2[O:12][C:11](=[O:13])[N:10]([CH2:26][C:27]3[CH:32]=[C:31]([C:33]([F:35])([F:36])[F:34])[CH:30]=[CH:29][C:28]=3[C:37]3[CH:38]=[C:39]([C:45]4[CH:50]=[CH:49][C:48]([C:51]([O:53][CH3:54])=[O:52])=[CH:47][C:46]=4[CH3:55])[CH:40]=[CH:41][C:42]=3[O:43][CH3:44])[C@H:9]2[CH3:14])[CH:5]=[CH:6][CH:7]=1. Given the reactants [F:1][C:2]1[CH:3]=[C:4]([C@H:8]2[O:12][C:11](=[O:13])[NH:10][C@H:9]2[CH3:14])[CH:5]=[CH:6][CH:7]=1.C[Si]([N-][Si](C)(C)C)(C)C.[Na+].Br[CH2:26][C:27]1[CH:32]=[C:31]([C:33]([F:36])([F:35])[F:34])[CH:30]=[CH:29][C:28]=1[C:37]1[CH:38]=[C:39]([C:45]2[CH:50]=[CH:49][C:48]([C:51]([O:53][CH3:54])=[O:52])=[CH:47][C:46]=2[CH3:55])[CH:40]=[CH:41][C:42]=1[O:43][CH3:44], predict the reaction product. (3) Given the reactants [CH3:1][C:2]1[CH:7]=[CH:6][C:5]([S:8](Cl)(=[O:10])=[O:9])=[CH:4][CH:3]=1.[CH3:12][C:13]([OH:21])([CH3:20])[CH:14]([C:17]([CH3:19])=[CH2:18])[CH2:15][OH:16].C(N(CC)CC)C, predict the reaction product. The product is: [CH3:1][C:2]1[CH:7]=[CH:6][C:5]([S:8]([O:16][CH2:15][CH:14]([C:13]([OH:21])([CH3:20])[CH3:12])[C:17]([CH3:19])=[CH2:18])(=[O:10])=[O:9])=[CH:4][CH:3]=1. (4) Given the reactants O.O.[Sn](Cl)Cl.[CH3:6][C:7]1[N:11]2[CH:12]=[C:13]([N+:16]([O-])=O)[CH:14]=[CH:15][C:10]2=[N:9][N:8]=1.C(=O)(O)[O-].[Na+], predict the reaction product. The product is: [CH3:6][C:7]1[N:11]2[CH:12]=[C:13]([NH2:16])[CH:14]=[CH:15][C:10]2=[N:9][N:8]=1. (5) Given the reactants [CH:1]1([C:5]([OH:7])=O)[CH2:4][CH2:3][CH2:2]1.[NH:8]([C:10]([CH:12]1[CH2:17][CH2:16][N:15](C(OC(C)(C)C)=O)[CH2:14][CH2:13]1)=O)[NH2:9], predict the reaction product. The product is: [CH:1]1([C:5]2[O:7][C:10]([CH:12]3[CH2:17][CH2:16][NH:15][CH2:14][CH2:13]3)=[N:8][N:9]=2)[CH2:2][CH2:3][CH2:4]1.